Dataset: Forward reaction prediction with 1.9M reactions from USPTO patents (1976-2016). Task: Predict the product of the given reaction. (1) Given the reactants C([O:8][C:9]1[N:14]=[C:13]2[NH:15][CH:16]=[N:17][C:12]2=[CH:11][CH:10]=1)C1C=CC=CC=1.[F:18][C:19]1[C:24]([CH3:25])=[CH:23][CH:22]=[CH:21][C:20]=1B(O)O, predict the reaction product. The product is: [F:18][C:19]1[C:24]([CH3:25])=[CH:23][CH:22]=[CH:21][C:20]=1[N:15]1[C:13]2=[N:14][C:9]([OH:8])=[CH:10][CH:11]=[C:12]2[N:17]=[CH:16]1. (2) Given the reactants [Br:1][C:2]1[CH:7]=[CH:6][C:5]([CH2:8][CH2:9][CH2:10][C:11]([CH3:14])(O)[CH3:12])=[C:4]([O:15][CH3:16])[CH:3]=1.S(=O)(=O)(O)O, predict the reaction product. The product is: [Br:1][C:2]1[CH:7]=[C:6]2[C:5]([CH2:8][CH2:9][CH2:10][C:11]2([CH3:14])[CH3:12])=[C:4]([O:15][CH3:16])[CH:3]=1. (3) The product is: [C:18]([O:37][C:36](=[O:38])[NH:41][CH:16]([S:32]([C:26]1[CH:31]=[CH:30][CH:29]=[CH:28][CH:27]=1)(=[O:34])=[O:33])[CH2:15][C:11]1[CH:12]=[CH:13][CH:14]=[C:9]([O:8][CH2:1][C:2]2[CH:3]=[CH:4][CH:5]=[CH:6][CH:7]=2)[CH:10]=1)([CH3:21])([CH3:20])[CH3:19]. Given the reactants [CH2:1]([O:8][C:9]1[CH:10]=[C:11]([CH2:15][CH:16]=O)[CH:12]=[CH:13][CH:14]=1)[C:2]1[CH:7]=[CH:6][CH:5]=[CH:4][CH:3]=1.[C:18](NC(=O)[O-])([CH3:21])([CH3:20])[CH3:19].[C:26]1([S:32]([O-:34])=[O:33])[CH:31]=[CH:30][CH:29]=[CH:28][CH:27]=1.[Na+].[CH:36]([OH:38])=[O:37].C(#[N:41])C, predict the reaction product. (4) Given the reactants Br[C:2]1[CH:3]=[CH:4][C:5]([F:10])=[C:6]([CH:9]=1)[CH:7]=[O:8].[B:11]1([B:11]2[O:15][C:14]([CH3:17])([CH3:16])[C:13]([CH3:19])([CH3:18])[O:12]2)[O:15][C:14]([CH3:17])([CH3:16])[C:13]([CH3:19])([CH3:18])[O:12]1.CC([O-])=O.[K+].C(Cl)Cl, predict the reaction product. The product is: [F:10][C:5]1[CH:4]=[CH:3][C:2]([B:11]2[O:15][C:14]([CH3:17])([CH3:16])[C:13]([CH3:19])([CH3:18])[O:12]2)=[CH:9][C:6]=1[CH:7]=[O:8]. (5) Given the reactants Br[C:2]1[CH:3]=[C:4]([CH2:16][N:17]([CH3:25])[C:18](=[O:24])[O:19][C:20]([CH3:23])([CH3:22])[CH3:21])[S:5][C:6]=1[S:7]([C:10]1[CH:15]=[CH:14][CH:13]=[CH:12][CH:11]=1)(=[O:9])=[O:8].[CH3:26][N:27]1[C:31]([Sn](CCCC)(CCCC)CCCC)=[CH:30][CH:29]=[N:28]1, predict the reaction product. The product is: [CH3:25][N:17]([CH2:16][C:4]1[S:5][C:6]([S:7]([C:10]2[CH:15]=[CH:14][CH:13]=[CH:12][CH:11]=2)(=[O:9])=[O:8])=[C:2]([C:31]2[N:27]([CH3:26])[N:28]=[CH:29][CH:30]=2)[CH:3]=1)[C:18](=[O:24])[O:19][C:20]([CH3:23])([CH3:22])[CH3:21]. (6) Given the reactants [Cl:1][C:2]1[CH:7]=[CH:6][C:5]([C:8]2[N:9]=[C:10]([C:13]([OH:15])=O)[S:11][CH:12]=2)=[CH:4][CH:3]=1.C1N=CN(C(N2C=NC=C2)=O)C=1.[Cl:28][C:29]1[CH:36]=[CH:35][C:32]([CH2:33][NH2:34])=[CH:31][C:30]=1[C:37]([F:40])([F:39])[F:38], predict the reaction product. The product is: [Cl:28][C:29]1[CH:36]=[CH:35][C:32]([CH2:33][NH:34][C:13]([C:10]2[S:11][CH:12]=[C:8]([C:5]3[CH:4]=[CH:3][C:2]([Cl:1])=[CH:7][CH:6]=3)[N:9]=2)=[O:15])=[CH:31][C:30]=1[C:37]([F:38])([F:39])[F:40]. (7) Given the reactants [Cl:1][C:2]1[CH:7]=[CH:6][C:5]([CH:8]2[C:12]3[N:13]([CH:22]([CH3:24])[CH3:23])[C:14]([C:16]4[CH2:17][CH2:18][O:19][CH2:20][CH:21]=4)=[N:15][C:11]=3[C:10](=[O:25])[N:9]2[C:26]2[CH:27]=[C:28]([CH3:36])[C:29]3[N:30]([C:32]([CH3:35])=[N:33][N:34]=3)[N:31]=2)=[CH:4][CH:3]=1, predict the reaction product. The product is: [Cl:1][C:2]1[CH:7]=[CH:6][C:5]([C@H:8]2[C:12]3[N:13]([CH:22]([CH3:24])[CH3:23])[C:14]([C:16]4[CH2:17][CH2:18][O:19][CH2:20][CH:21]=4)=[N:15][C:11]=3[C:10](=[O:25])[N:9]2[C:26]2[CH:27]=[C:28]([CH3:36])[C:29]3[N:30]([C:32]([CH3:35])=[N:33][N:34]=3)[N:31]=2)=[CH:4][CH:3]=1. (8) Given the reactants [Br:1][C:2]1[CH:32]=[CH:31][C:5]2[N:6]([C:9]3[S:13][C:12]([C:14]([O:16]C)=O)=[C:11]([O:18][C@@H:19]([C:21]4[CH:26]=[CH:25][CH:24]=[CH:23][C:22]=4[C:27]([F:30])([F:29])[F:28])[CH3:20])[CH:10]=3)[CH:7]=[N:8][C:4]=2[CH:3]=1.[NH3:33], predict the reaction product. The product is: [Br:1][C:2]1[CH:32]=[CH:31][C:5]2[N:6]([C:9]3[S:13][C:12]([C:14]([NH2:33])=[O:16])=[C:11]([O:18][C@@H:19]([C:21]4[CH:26]=[CH:25][CH:24]=[CH:23][C:22]=4[C:27]([F:28])([F:29])[F:30])[CH3:20])[CH:10]=3)[CH:7]=[N:8][C:4]=2[CH:3]=1. (9) Given the reactants [NH2:1][C:2]1[C:14]2[C:5](=[C:6]3[C:11](=[C:12]([C:15]4[CH:16]=[N:17][CH:18]=[CH:19][CH:20]=4)[CH:13]=2)[CH:10]=[N:9][CH:8]=[CH:7]3)[N:4]([C:21]2[CH:26]=[CH:25][C:24]([F:27])=[CH:23][CH:22]=2)[N:3]=1.[CH:28]([S:30]([CH:33]=[CH2:34])(=[O:32])=[O:31])=[CH2:29].OP(O)(O)=O.N, predict the reaction product. The product is: [O:31]=[S:30]1(=[O:32])[CH2:33][CH2:34][N:1]([C:2]2[C:14]3[C:5](=[C:6]4[C:11](=[C:12]([C:15]5[CH:16]=[N:17][CH:18]=[CH:19][CH:20]=5)[CH:13]=3)[CH:10]=[N:9][CH:8]=[CH:7]4)[N:4]([C:21]3[CH:26]=[CH:25][C:24]([F:27])=[CH:23][CH:22]=3)[N:3]=2)[CH2:29][CH2:28]1.